Task: Predict the product of the given reaction.. Dataset: Forward reaction prediction with 1.9M reactions from USPTO patents (1976-2016) (1) Given the reactants [OH:1][C:2]1[CH:7]=[CH:6][C:5]([CH:8]([CH:12]2C(=O)O[C:15](C)([CH3:19])[O:14][C:13]2=[O:21])[C:9]#[C:10][CH3:11])=[CH:4][CH:3]=1, predict the reaction product. The product is: [CH2:15]([O:14][C:13](=[O:21])[CH2:12][CH:8]([C:5]1[CH:4]=[CH:3][C:2]([OH:1])=[CH:7][CH:6]=1)[C:9]#[C:10][CH3:11])[CH3:19]. (2) Given the reactants [CH:1]1[CH:2]=[CH:3][C:4]2[S:9][CH:8]=[CH:7][C:5]=2[CH:6]=1.[C:10]1([CH2:16][C:17](Cl)=[O:18])[CH:15]=[CH:14][CH:13]=[CH:12][CH:11]=1.[Cl-].[Cl-].[Cl-].[Al+3].[C@H](O)(C([O-])=O)[C@@H](O)C([O-])=O.[Na+].[K+], predict the reaction product. The product is: [S:9]1[CH:8]=[C:7]([C:17](=[O:18])[CH2:16][C:10]2[CH:15]=[CH:14][CH:13]=[CH:12][CH:11]=2)[C:5]2[CH:6]=[CH:1][CH:2]=[CH:3][C:4]1=2. (3) Given the reactants CC1C=CC(S([O:11][CH2:12][CH:13]2[CH2:18][CH2:17][S:16](=[O:20])(=[O:19])[CH2:15][CH2:14]2)(=O)=O)=CC=1.C1(O)C=CC=CC=1.[OH:28][C@@H:29]([C:40]1[CH:45]=[CH:44][CH:43]=[C:42](O)[CH:41]=1)[CH2:30][CH2:31][NH:32][C:33](=[O:39])[O:34][C:35]([CH3:38])([CH3:37])[CH3:36], predict the reaction product. The product is: [O:20]=[S:16]1(=[O:19])[CH2:15][CH2:14][CH:13]([CH2:12][O:11][C:42]2[CH:41]=[C:40]([C@H:29]([OH:28])[CH2:30][CH2:31][NH:32][C:33](=[O:39])[O:34][C:35]([CH3:36])([CH3:38])[CH3:37])[CH:45]=[CH:44][CH:43]=2)[CH2:18][CH2:17]1.